From a dataset of Reaction yield outcomes from USPTO patents with 853,638 reactions. Predict the reaction yield, written as a fraction of the theoretical maximum amount of product (1.0 means a 100% yield; for example, 0.34 means a 34% yield). (1) The reactants are [Cl:1][C:2]1[CH:7]=[CH:6][CH:5]=[CH:4][C:3]=1[CH:8]([C:10]1[C:15]([Cl:16])=[N:14][C:13]([Cl:17])=[CH:12][N:11]=1)[OH:9]. The catalyst is [O-2].[Mn+4].[O-2].ClCCl. The product is [Cl:1][C:2]1[CH:7]=[CH:6][CH:5]=[CH:4][C:3]=1[C:8]([C:10]1[C:15]([Cl:16])=[N:14][C:13]([Cl:17])=[CH:12][N:11]=1)=[O:9]. The yield is 0.850. (2) The reactants are [I:1][C:2]1[CH:7]=[CH:6][N:5]=[C:4]([O:8][CH3:9])[C:3]=1[C:10]1[NH:11][C:12]2[C:17]([CH:18]=1)=[CH:16][CH:15]=[C:14]([NH2:19])[CH:13]=2.[F:20][CH:21]([F:25])[C:22](O)=[O:23].CN(C(ON1N=NC2C=CC=NC1=2)=[N+](C)C)C.F[P-](F)(F)(F)(F)F.O. The catalyst is C(Cl)Cl. The product is [F:20][CH:21]([F:25])[C:22]([NH:19][C:14]1[CH:13]=[C:12]2[C:17]([CH:18]=[C:10]([C:3]3[C:4]([O:8][CH3:9])=[N:5][CH:6]=[CH:7][C:2]=3[I:1])[NH:11]2)=[CH:16][CH:15]=1)=[O:23]. The yield is 0.670.